This data is from Forward reaction prediction with 1.9M reactions from USPTO patents (1976-2016). The task is: Predict the product of the given reaction. Given the reactants [CH:1]1([CH2:4][C:5]([OH:7])=O)[CH2:3][CH2:2]1.C(N1C=CN=C1)(N1C=CN=C1)=O.Cl.[CH3:21][NH:22][O:23][CH3:24].O, predict the reaction product. The product is: [CH:1]1([CH2:4][C:5]([N:22]([O:23][CH3:24])[CH3:21])=[O:7])[CH2:3][CH2:2]1.